The task is: Predict the reactants needed to synthesize the given product.. This data is from Full USPTO retrosynthesis dataset with 1.9M reactions from patents (1976-2016). Given the product [Cl:1][C:2]1[CH:3]=[C:4]([S:9]([N:12]2[CH:17]=[CH:16][NH:15][C:14](=[O:18])[C@H:13]2[CH2:19][C:20]2[N:21]=[N:22][N:23]([C@@H:25]([C:27]3[CH:34]=[CH:33][C:30]([CH2:31][N:35]4[CH2:40][CH2:39][CH2:38][CH2:37][CH2:36]4)=[CH:29][CH:28]=3)[CH3:26])[CH:24]=2)(=[O:10])=[O:11])[CH:5]=[CH:6][C:7]=1[Cl:8], predict the reactants needed to synthesize it. The reactants are: [Cl:1][C:2]1[CH:3]=[C:4]([S:9]([N:12]2[CH:17]=[CH:16][NH:15][C:14](=[O:18])[C@H:13]2[CH2:19][C:20]2[N:21]=[N:22][N:23]([C@@H:25]([C:27]3[CH:34]=[CH:33][C:30]([CH:31]=O)=[CH:29][CH:28]=3)[CH3:26])[CH:24]=2)(=[O:11])=[O:10])[CH:5]=[CH:6][C:7]=1[Cl:8].[NH:35]1[CH2:40][CH2:39][CH2:38][CH2:37][CH2:36]1.[BH-](OC(C)=O)(OC(C)=O)OC(C)=O.[Na+].